From a dataset of Catalyst prediction with 721,799 reactions and 888 catalyst types from USPTO. Predict which catalyst facilitates the given reaction. (1) Reactant: [C:1]([CH2:3][C:4]1[CH:13]=[C:12]2[C:7]([CH:8]([NH:14][C:15](=[O:38])[CH2:16][CH:17]([C:32]3[CH:37]=[CH:36][CH:35]=[CH:34][CH:33]=3)[NH:18][S:19]([C:22]3[CH:27]=[CH:26][CH:25]=[C:24]([C:28]([F:31])([F:30])[F:29])[CH:23]=3)(=[O:21])=[O:20])[CH2:9][CH2:10][O:11]2)=[CH:6][CH:5]=1)#[N:2]. Product: [NH2:2][CH2:1][CH2:3][C:4]1[CH:13]=[C:12]2[C:7]([CH:8]([NH:14][C:15](=[O:38])[CH2:16][CH:17]([C:32]3[CH:33]=[CH:34][CH:35]=[CH:36][CH:37]=3)[NH:18][S:19]([C:22]3[CH:27]=[CH:26][CH:25]=[C:24]([C:28]([F:31])([F:29])[F:30])[CH:23]=3)(=[O:21])=[O:20])[CH2:9][CH2:10][O:11]2)=[CH:6][CH:5]=1. The catalyst class is: 19. (2) Reactant: [NH:1]1[C:9]2[C:4](=[CH:5][CH:6]=[CH:7][CH:8]=2)[CH:3]=[CH:2]1.[CH:10](=[O:17])[C:11]1[CH:16]=[CH:15][N:14]=[CH:13][CH:12]=1.[OH-].[Na+]. Product: [NH:1]1[C:9]2[C:4](=[CH:5][CH:6]=[CH:7][CH:8]=2)[C:3]([CH:10]([C:11]2[CH:16]=[CH:15][N:14]=[CH:13][CH:12]=2)[OH:17])=[CH:2]1. The catalyst class is: 24. (3) Reactant: Br[C:2]1[N:6]=[C:5]([C:7]2[CH:12]=[CH:11][C:10]([O:13][CH2:14][CH2:15][CH2:16][C:17]([O:19][CH2:20][CH3:21])=[O:18])=[CH:9][C:8]=2[CH2:22][CH3:23])[S:4][N:3]=1.[CH3:24][CH:25]([O:27][C:28]1[CH:35]=[CH:34][C:33](B2OC(C)(C)C(C)(C)O2)=[CH:32][C:29]=1[C:30]#[N:31])[CH3:26].P([O-])([O-])([O-])=O.[K+].[K+].[K+].O. The catalyst class is: 427. Product: [C:30]([C:29]1[CH:32]=[C:33]([C:2]2[N:6]=[C:5]([C:7]3[CH:12]=[CH:11][C:10]([O:13][CH2:14][CH2:15][CH2:16][C:17]([O:19][CH2:20][CH3:21])=[O:18])=[CH:9][C:8]=3[CH2:22][CH3:23])[S:4][N:3]=2)[CH:34]=[CH:35][C:28]=1[O:27][CH:25]([CH3:26])[CH3:24])#[N:31]. (4) Reactant: [OH:1][C:2]1[C:3]([CH3:17])=[C:4]2[C:9](=[C:10]([CH3:13])[C:11]=1[CH3:12])[S:8][C:7]([CH3:15])([CH3:14])[CH2:6][C:5]2=O.Cl.[CH3:19][O:20][NH2:21]. Product: [CH3:19][O:20][N:21]=[C:5]1[C:4]2[C:9](=[C:10]([CH3:13])[C:11]([CH3:12])=[C:2]([OH:1])[C:3]=2[CH3:17])[S:8][C:7]([CH3:15])([CH3:14])[CH2:6]1. The catalyst class is: 17.